From a dataset of Forward reaction prediction with 1.9M reactions from USPTO patents (1976-2016). Predict the product of the given reaction. (1) Given the reactants Br[C:2]1[CH:7]=[CH:6][C:5]([CH3:8])=[CH:4][C:3]=1[Cl:9].C1(P(C2C=CC=CC=2)CCCP(C2C=CC=CC=2)C2C=CC=CC=2)C=CC=CC=1.C(N(CC)CC)C.[CH3:46][OH:47].CN(C)[CH:50]=[O:51], predict the reaction product. The product is: [Cl:9][C:3]1[CH:4]=[C:5]([CH3:8])[CH:6]=[CH:7][C:2]=1[C:46]([O:51][CH3:50])=[O:47]. (2) Given the reactants C(Cl)(=O)C(Cl)=O.[CH3:7][O:8][C:9]([C:11]1[C:15]([Br:16])=[CH:14][S:13][C:12]=1[C:17]([OH:19])=O)=[O:10].[CH3:20][O:21][C:22]([C:24]1[S:25][CH:26]=[C:27]([Br:32])[C:28]=1[C:29]([OH:31])=O)=[O:23].C(N(CC)CC)C.Cl.[CH2:41]([O:43][C:44](=[O:47])[CH2:45][NH2:46])[CH3:42], predict the reaction product. The product is: [CH3:7][O:8][C:9]([C:11]1[C:15]([Br:16])=[CH:14][S:13][C:12]=1[C:17](=[O:19])[NH:46][CH2:45][C:44]([O:43][CH2:41][CH3:42])=[O:47])=[O:10].[CH3:20][O:21][C:22]([C:24]1[S:25][CH:26]=[C:27]([Br:32])[C:28]=1[C:29](=[O:31])[NH:46][CH2:45][C:44]([O:43][CH2:41][CH3:42])=[O:47])=[O:23]. (3) Given the reactants [O:1]1[C:5]2[CH:6]=[CH:7][C:8]([NH:10][S:11]([C:14]3[CH:19]=[CH:18][C:17]([CH2:20][CH2:21][C:22]([O:24]C)=O)=[CH:16][CH:15]=3)(=[O:13])=[O:12])=[CH:9][C:4]=2[O:3][CH2:2]1.[OH-].[NH4+:27], predict the reaction product. The product is: [O:1]1[C:5]2[CH:6]=[CH:7][C:8]([NH:10][S:11]([C:14]3[CH:19]=[CH:18][C:17]([CH2:20][CH2:21][C:22]([NH2:27])=[O:24])=[CH:16][CH:15]=3)(=[O:13])=[O:12])=[CH:9][C:4]=2[O:3][CH2:2]1. (4) The product is: [C:1]([C:3]1[C:11]2[CH2:10][CH2:9][NH:8][CH:7]([C:25]([CH2:26][CH3:27])=[O:29])[C:6]=2[S:5][C:4]=1[NH:12][C:13](=[O:24])[C:14]1[CH:19]=[C:18]([O:20][CH3:21])[CH:17]=[C:16]([O:22][CH3:23])[CH:15]=1)#[N:2]. Given the reactants [C:1]([C:3]1[C:11]2[CH2:10][CH2:9][NH:8][CH2:7][C:6]=2[S:5][C:4]=1[NH:12][C:13](=[O:24])[C:14]1[CH:19]=[C:18]([O:20][CH3:21])[CH:17]=[C:16]([O:22][CH3:23])[CH:15]=1)#[N:2].[C:25](Cl)(=[O:29])[CH2:26][CH2:27]C, predict the reaction product. (5) Given the reactants Br[CH2:2][C:3]([C:5]1[CH:10]=[CH:9][CH:8]=[C:7]([O:11][CH3:12])[CH:6]=1)=[O:4].[CH:13]([O-:15])=[O:14].[Na+].[CH3:17]N(C=O)C, predict the reaction product. The product is: [CH3:12][O:11][C:7]1[CH:6]=[C:5]([C:3](=[O:4])[CH2:2][CH2:17][O:14][CH:13]=[O:15])[CH:10]=[CH:9][CH:8]=1. (6) Given the reactants CO[C:3]1[CH:4]=[C:5]([CH:8]=[C:9](OC)[C:10]=1OC)[CH:6]=[O:7].[CH3:15][C:16]([C:18]1[CH:23]=[C:22](OC)[C:21](OC)=[C:20](OC)[CH:19]=1)=O.Cl, predict the reaction product. The product is: [C:18]1([CH:16]=[CH:15][C:6]([C:5]2[CH:8]=[CH:9][CH:10]=[CH:3][CH:4]=2)=[O:7])[CH:23]=[CH:22][CH:21]=[CH:20][CH:19]=1. (7) Given the reactants [CH2:1]([N:3](CC)[CH2:4]C)[CH3:2].C(N=C=S)C.[NH2:13][C:14]1[C:15]([Cl:30])=[N:16][C:17]2[C:22]([C:23]=1[NH:24][CH2:25][C:26]([CH3:29])([OH:28])[CH3:27])=[CH:21][CH:20]=[CH:19][CH:18]=2, predict the reaction product. The product is: [Cl:30][C:15]1[C:14]2[N:13]=[C:4]([NH:3][CH2:1][CH3:2])[N:24]([CH2:25][C:26]([CH3:27])([OH:28])[CH3:29])[C:23]=2[C:22]2[CH:21]=[CH:20][CH:19]=[CH:18][C:17]=2[N:16]=1.